Dataset: Peptide-MHC class II binding affinity with 134,281 pairs from IEDB. Task: Regression. Given a peptide amino acid sequence and an MHC pseudo amino acid sequence, predict their binding affinity value. This is MHC class II binding data. The binding affinity (normalized) is 0.195. The MHC is HLA-DQA10101-DQB10501 with pseudo-sequence HLA-DQA10101-DQB10501. The peptide sequence is LVGPTPVNIIGRDLLTQIGC.